Dataset: NCI-60 drug combinations with 297,098 pairs across 59 cell lines. Task: Regression. Given two drug SMILES strings and cell line genomic features, predict the synergy score measuring deviation from expected non-interaction effect. (1) Drug 1: CC1=C(C=C(C=C1)C(=O)NC2=CC(=CC(=C2)C(F)(F)F)N3C=C(N=C3)C)NC4=NC=CC(=N4)C5=CN=CC=C5. Drug 2: C1CC(=O)NC(=O)C1N2C(=O)C3=CC=CC=C3C2=O. Cell line: HCC-2998. Synergy scores: CSS=1.43, Synergy_ZIP=5.49, Synergy_Bliss=12.8, Synergy_Loewe=1.17, Synergy_HSA=2.24. (2) Drug 1: CC1C(C(CC(O1)OC2CC(CC3=C2C(=C4C(=C3O)C(=O)C5=C(C4=O)C(=CC=C5)OC)O)(C(=O)CO)O)N)O.Cl. Drug 2: CCC1(C2=C(COC1=O)C(=O)N3CC4=CC5=C(C=CC(=C5CN(C)C)O)N=C4C3=C2)O.Cl. Cell line: SNB-75. Synergy scores: CSS=17.8, Synergy_ZIP=-7.91, Synergy_Bliss=-3.17, Synergy_Loewe=-19.0, Synergy_HSA=-3.43. (3) Drug 1: CC12CCC3C(C1CCC2=O)CC(=C)C4=CC(=O)C=CC34C. Drug 2: CC1=C(C=C(C=C1)NC(=O)C2=CC=C(C=C2)CN3CCN(CC3)C)NC4=NC=CC(=N4)C5=CN=CC=C5. Cell line: SNB-19. Synergy scores: CSS=35.9, Synergy_ZIP=-0.749, Synergy_Bliss=-2.38, Synergy_Loewe=-3.73, Synergy_HSA=-4.32.